From a dataset of Forward reaction prediction with 1.9M reactions from USPTO patents (1976-2016). Predict the product of the given reaction. (1) The product is: [N:6]1[CH:7]=[CH:8][CH:9]=[C:4]([C:3]2[N:10]=[C:17]([C:16]3[CH:15]=[C:14]([C:11](=[O:13])[CH3:12])[CH:22]=[CH:21][CH:20]=3)[O:1][N:2]=2)[CH:5]=1. Given the reactants [OH:1][N:2]=[C:3]([NH2:10])[C:4]1[CH:9]=[CH:8][CH:7]=[N:6][CH:5]=1.[C:11]([C:14]1[CH:15]=[C:16]([CH:20]=[CH:21][CH:22]=1)[C:17](O)=O)(=[O:13])[CH3:12].N, predict the reaction product. (2) Given the reactants [CH3:1][NH2:2].[N:3]1[CH:8]=[CH:7][N:6]=[C:5](C#N)[C:4]=1[C:11]#[N:12], predict the reaction product. The product is: [CH3:1][NH:2][C:5]1[C:4]([C:11]#[N:12])=[N:3][CH:8]=[CH:7][N:6]=1. (3) Given the reactants CC1C=C(N2CCN(CC3C=CC(C(F)(F)F)=CC=3)C2=O)SC=1C(OCC)=O.[CH3:29][C:30]1[N:31]=[C:32]([N:40]2[CH2:44][CH2:43][N:42]([CH2:45][C:46]3[CH:51]=[CH:50][CH:49]=[CH:48][N:47]=3)[C:41]2=[O:52])[S:33][C:34]=1[C:35]([O:37]CC)=[O:36], predict the reaction product. The product is: [CH3:29][C:30]1[N:31]=[C:32]([N:40]2[CH2:44][CH2:43][N:42]([CH2:45][C:46]3[CH:51]=[CH:50][CH:49]=[CH:48][N:47]=3)[C:41]2=[O:52])[S:33][C:34]=1[C:35]([OH:37])=[O:36]. (4) Given the reactants [NH:1]1[CH:5]=[C:4]([C:6]2[C:7]3[CH:14]=[CH:13][N:12]([CH2:15][O:16][CH2:17][CH2:18][Si:19]([CH3:22])([CH3:21])[CH3:20])[C:8]=3[N:9]=[CH:10][N:11]=2)[CH:3]=[N:2]1.C(#N)C.[N:26]1([C:32]2[CH:33]=[C:34]([CH:38]=[CH:39][C:40]#[N:41])[CH:35]=[N:36][CH:37]=2)[CH2:31][CH2:30][O:29][CH2:28][CH2:27]1.C1CCN2C(=NCCC2)CC1, predict the reaction product. The product is: [N:26]1([C:32]2[CH:33]=[C:34]([CH:38]([N:1]3[CH:5]=[C:4]([C:6]4[C:7]5[CH:14]=[CH:13][N:12]([CH2:15][O:16][CH2:17][CH2:18][Si:19]([CH3:22])([CH3:21])[CH3:20])[C:8]=5[N:9]=[CH:10][N:11]=4)[CH:3]=[N:2]3)[CH2:39][C:40]#[N:41])[CH:35]=[N:36][CH:37]=2)[CH2:31][CH2:30][O:29][CH2:28][CH2:27]1. (5) Given the reactants [NH2:1][C:2]1[S:3][C:4]2[CH:10]=[C:9]([O:11][CH3:12])[CH:8]=[CH:7][C:5]=2[N:6]=1.Br[CH2:14][C:15]([C:17]1[CH:22]=[CH:21][C:20]([Br:23])=[CH:19][CH:18]=1)=O.C([O-])(O)=O.[Na+], predict the reaction product. The product is: [CH3:12][O:11][C:9]1[CH:8]=[CH:7][C:5]2[N:6]3[CH:14]=[C:15]([C:17]4[CH:22]=[CH:21][C:20]([Br:23])=[CH:19][CH:18]=4)[N:1]=[C:2]3[S:3][C:4]=2[CH:10]=1. (6) Given the reactants [C:1]([O:5][C:6]([N:8]1[CH2:12][C@@H:11]([NH2:13])[CH2:10][C@H:9]1[CH2:14][OH:15])=[O:7])([CH3:4])([CH3:3])[CH3:2].[Br:16][C:17]1[CH:18]=[CH:19][C:20](F)=[C:21]([N+:23]([O-:25])=[O:24])[CH:22]=1.C(N(CC)CC)C, predict the reaction product. The product is: [C:1]([O:5][C:6]([N:8]1[CH2:12][C@@H:11]([NH:13][C:20]2[CH:19]=[CH:18][C:17]([Br:16])=[CH:22][C:21]=2[N+:23]([O-:25])=[O:24])[CH2:10][C@H:9]1[CH2:14][OH:15])=[O:7])([CH3:4])([CH3:3])[CH3:2].